Predict the reactants needed to synthesize the given product. From a dataset of Full USPTO retrosynthesis dataset with 1.9M reactions from patents (1976-2016). Given the product [C:14]([O:18][C:19]([N:21]1[CH2:22][CH:23]([C:25]([C:27]2[CH:28]=[C:29]3[C:34](=[CH:35][CH:36]=2)[N:33]=[C:32]([O:37][CH3:38])[C:31]([CH2:39][C:40]2[CH:41]=[CH:42][C:43]([C:46]([F:49])([F:48])[F:47])=[CH:44][CH:45]=2)=[C:30]3[Cl:50])([C:7]2[C:2]([CH3:1])=[N:3][C:4]([CH3:8])=[CH:5][CH:6]=2)[OH:26])[CH2:24]1)=[O:20])([CH3:17])([CH3:15])[CH3:16], predict the reactants needed to synthesize it. The reactants are: [CH3:1][C:2]1[CH:7]=[CH:6][CH:5]=[C:4]([CH3:8])[N:3]=1.[Li]CCCC.[C:14]([O:18][C:19]([N:21]1[CH2:24][CH:23]([C:25]([C:27]2[CH:28]=[C:29]3[C:34](=[CH:35][CH:36]=2)[N:33]=[C:32]([O:37][CH3:38])[C:31]([CH2:39][C:40]2[CH:45]=[CH:44][C:43]([C:46]([F:49])([F:48])[F:47])=[CH:42][CH:41]=2)=[C:30]3[Cl:50])=[O:26])[CH2:22]1)=[O:20])([CH3:17])([CH3:16])[CH3:15].